Dataset: Full USPTO retrosynthesis dataset with 1.9M reactions from patents (1976-2016). Task: Predict the reactants needed to synthesize the given product. (1) Given the product [CH:5]1[C:6]([C:10]#[N:11])=[CH:7][CH:8]=[C:9]2[C:4]=1[C:3]1[C:2]([NH:1]2)=[C:2]2[NH:1][C:9]3[CH:8]=[CH:7][C:6]([C:10]#[N:11])=[CH:5][C:4]=3[C:3]2=[C:2]2[NH:1][C:9]3[CH:8]=[CH:7][C:6]([C:10]#[N:11])=[CH:5][C:4]=3[C:3]=12, predict the reactants needed to synthesize it. The reactants are: [NH:1]1[C:9]2[C:4](=[CH:5][C:6]([C:10]#[N:11])=[CH:7][CH:8]=2)[CH:3]=[CH:2]1.O. (2) Given the product [C:11]1([C:19]2[CH:20]=[CH:21][CH:22]=[CH:23][CH:24]=2)[CH:12]=[CH:13][C:14]([C:17]2[N:18]=[C:17]([C:14]3[CH:15]=[CH:16][C:11]([C:19]4[CH:20]=[CH:21][CH:22]=[CH:23][CH:24]=4)=[CH:12][CH:13]=3)[N:31]=[C:5]([C:4]3[CH:8]=[CH:9][CH:10]=[C:2]([Br:1])[CH:3]=3)[N:18]=2)=[CH:15][CH:16]=1, predict the reactants needed to synthesize it. The reactants are: [Br:1][C:2]1[CH:3]=[C:4]([CH:8]=[CH:9][CH:10]=1)[C:5](Cl)=O.[C:11]1([C:19]2[CH:24]=[CH:23][CH:22]=[CH:21][CH:20]=2)[CH:16]=[CH:15][C:14]([C:17]#[N:18])=[CH:13][CH:12]=1.[Sb](Cl)(Cl)(Cl)(Cl)Cl.[NH3:31]. (3) The reactants are: [F:1][C:2](=[C:20]1[CH2:25][CH2:24][NH:23][CH2:22][CH2:21]1)[C:3]1[CH:4]=[C:5]([CH:17]=[CH:18][CH:19]=1)[O:6][C:7]1[CH:12]=[CH:11][C:10]([C:13]([F:16])([F:15])[F:14])=[CH:9][N:8]=1.[N:26]1[CH:31]=[CH:30][CH:29]=[C:28]([NH:32][C:33](=O)[O:34]C2C=CC=CC=2)[CH:27]=1. Given the product [F:1][C:2]([C:3]1[CH:19]=[CH:18][CH:17]=[C:5]([O:6][C:7]2[CH:12]=[CH:11][C:10]([C:13]([F:15])([F:16])[F:14])=[CH:9][N:8]=2)[CH:4]=1)=[C:20]1[CH2:25][CH2:24][N:23]([C:33]([NH:32][C:28]2[CH:27]=[N:26][CH:31]=[CH:30][CH:29]=2)=[O:34])[CH2:22][CH2:21]1, predict the reactants needed to synthesize it. (4) Given the product [Br:1][C:2]1[CH:3]=[CH:4][C:5]([NH:8][C:9]([C:11]2[C:16]([NH:17][C:18]([C:20]3[CH:25]=[CH:24][C:23]([C:26]4[N:36]([CH3:35])[CH2:37][CH2:38][N:27]=4)=[CH:22][CH:21]=3)=[O:19])=[C:15]([O:28][CH3:29])[C:14]([O:30][CH3:31])=[C:13]([O:32][CH3:33])[CH:12]=2)=[O:10])=[N:6][CH:7]=1, predict the reactants needed to synthesize it. The reactants are: [Br:1][C:2]1[CH:3]=[CH:4][C:5]([NH:8][C:9]([C:11]2[C:16]([NH:17][C:18]([C:20]3[CH:25]=[CH:24][C:23]([C:26]#[N:27])=[CH:22][CH:21]=3)=[O:19])=[C:15]([O:28][CH3:29])[C:14]([O:30][CH3:31])=[C:13]([O:32][CH3:33])[CH:12]=2)=[O:10])=[N:6][CH:7]=1.Cl.[CH3:35][NH:36][CH2:37][CH2:38]N.